The task is: Regression. Given a peptide amino acid sequence and an MHC pseudo amino acid sequence, predict their binding affinity value. This is MHC class I binding data.. This data is from Peptide-MHC class I binding affinity with 185,985 pairs from IEDB/IMGT. (1) The peptide sequence is EDFEIFYNL. The MHC is HLA-B57:01 with pseudo-sequence HLA-B57:01. The binding affinity (normalized) is 0.0847. (2) The peptide sequence is TEFACVVAEA. The MHC is Patr-B2401 with pseudo-sequence Patr-B2401. The binding affinity (normalized) is 0.291. (3) The peptide sequence is TLFIGSHVV. The MHC is HLA-A24:02 with pseudo-sequence HLA-A24:02. The binding affinity (normalized) is 0. (4) The peptide sequence is IVYGRSNAI. The MHC is HLA-A02:02 with pseudo-sequence HLA-A02:02. The binding affinity (normalized) is 0.750. (5) The peptide sequence is ISDSNPYLTQW. The MHC is HLA-B46:01 with pseudo-sequence HLA-B46:01. The binding affinity (normalized) is 0.0940.